Dataset: Full USPTO retrosynthesis dataset with 1.9M reactions from patents (1976-2016). Task: Predict the reactants needed to synthesize the given product. (1) Given the product [C:13]([C:9]1([CH2:5][C:4]([OH:15])=[O:3])[CH2:12][CH2:11][CH2:10]1)#[N:14], predict the reactants needed to synthesize it. The reactants are: CC1(C)OC(=O)[CH:5]([C:9]2([C:13]#[N:14])[CH2:12][CH2:11][CH2:10]2)[C:4](=[O:15])[O:3]1.Cl. (2) Given the product [CH3:17][O:18][N:31]([CH3:34])[C:14]([C@@H:10]1[CH2:11][CH2:12][CH2:13][N:8]([C:6]([O:5][C:1]([CH3:2])([CH3:3])[CH3:4])=[O:7])[CH2:9]1)=[O:16], predict the reactants needed to synthesize it. The reactants are: [C:1]([O:5][C:6]([N:8]1[CH2:13][CH2:12][CH2:11][C@@H:10]([C:14]([OH:16])=O)[CH2:9]1)=[O:7])([CH3:4])([CH3:3])[CH3:2].[C:17](N1C=CN=C1)(N1C=CN=C1)=[O:18].C([N:31]([CH2:34]C)CC)C. (3) Given the product [Si:10]([O:17][C:18]1[C:23]([CH2:24][CH3:25])=[CH:22][C:21]([CH:26]([C:28]2[N:29]([CH3:39])[N:30]=[C:31]([C:33]3[CH:38]=[CH:37][CH:36]=[CH:35][CH:34]=3)[N:32]=2)[NH:66][C:62]2[CH:61]=[C:60]3[C:65](=[CH:64][CH:63]=2)[C:56]([N:55]([C:53]([O:52][C:48]([CH3:51])([CH3:50])[CH3:49])=[O:54])[C:67]([O:69][C:70]([CH3:71])([CH3:72])[CH3:73])=[O:68])=[N:57][CH:58]=[CH:59]3)=[C:20]([F:40])[CH:19]=1)([C:13]([CH3:16])([CH3:15])[CH3:14])([CH3:12])[CH3:11], predict the reactants needed to synthesize it. The reactants are: CS(OS(C)(=O)=O)(=O)=O.[Si:10]([O:17][C:18]1[C:23]([CH2:24][CH3:25])=[CH:22][C:21]([CH:26]([C:28]2[N:29]([CH3:39])[N:30]=[C:31]([C:33]3[CH:38]=[CH:37][CH:36]=[CH:35][CH:34]=3)[N:32]=2)O)=[C:20]([F:40])[CH:19]=1)([C:13]([CH3:16])([CH3:15])[CH3:14])([CH3:12])[CH3:11].CCN(CC)CC.[C:48]([O:52][C:53]([N:55]([C:67]([O:69][C:70]([CH3:73])([CH3:72])[CH3:71])=[O:68])[C:56]1[C:65]2[C:60](=[CH:61][C:62]([NH2:66])=[CH:63][CH:64]=2)[CH:59]=[CH:58][N:57]=1)=[O:54])([CH3:51])([CH3:50])[CH3:49]. (4) Given the product [CH3:5][CH:4]([O:6][C:9]([CH3:8])=[O:10])[CH2:3][O:14][CH3:13], predict the reactants needed to synthesize it. The reactants are: O.C(O)[CH2:3][CH:4]([OH:6])[CH3:5].[CH3:8][CH:9](C)[O-:10].C[CH:13](C)[O-:14].[CH3:8][CH:9](C)[O-:10].C[CH:13](C)[O-:14].[Zr+4]. (5) Given the product [N:49]1([C:54]2[CH:60]=[CH:59][C:57]([NH:58][C:21]([CH:13]3[C:12]4[C:7](=[CH:8][CH:9]=[CH:10][CH:11]=4)[C:6](=[O:24])[N:5]([CH2:4][CH2:3][O:2][CH3:1])[CH:14]3[C:15]#[C:16][Si:17]([CH3:20])([CH3:19])[CH3:18])=[O:22])=[CH:56][CH:55]=2)[CH:50]=[CH:51][CH:52]=[CH:53]1, predict the reactants needed to synthesize it. The reactants are: [CH3:1][O:2][CH2:3][CH2:4][N:5]1[CH:14]([C:15]#[C:16][Si:17]([CH3:20])([CH3:19])[CH3:18])[CH:13]([C:21](O)=[O:22])[C:12]2[C:7](=[CH:8][CH:9]=[CH:10][CH:11]=2)[C:6]1=[O:24].CN(C(ON1N=NC2C=CC=NC1=2)=[N+](C)C)C.F[P-](F)(F)(F)(F)F.[N:49]1([C:54]2[CH:60]=[CH:59][C:57]([NH2:58])=[CH:56][CH:55]=2)[CH:53]=[CH:52][CH:51]=[CH:50]1.C(NC(C)C)(C)C. (6) Given the product [Cl:1][C:2]1[CH:3]=[C:4]([N:8]2[N:12]=[N:11][C:10]([C:13](=[O:24])[CH3:21])=[N:9]2)[CH:5]=[CH:6][CH:7]=1, predict the reactants needed to synthesize it. The reactants are: [Cl:1][C:2]1[CH:3]=[C:4]([N:8]2[N:12]=[N:11][C:10](/[C:13](/[CH3:21])=C/C3C=CC=CC=3)=[N:9]2)[CH:5]=[CH:6][CH:7]=1.CC[O:24]C(C)=O. (7) Given the product [Br:1][C:2]1[C:7]2[N:8]=[C:9]([NH:15][CH2:16][CH2:17][N:18]3[CH2:23][CH2:22][O:21][CH2:20][CH2:19]3)[NH:10][C:6]=2[C:5]([Br:12])=[C:4]([Br:13])[C:3]=1[Br:14], predict the reactants needed to synthesize it. The reactants are: [Br:1][C:2]1[C:7]2[N:8]=[C:9](Br)[NH:10][C:6]=2[C:5]([Br:12])=[C:4]([Br:13])[C:3]=1[Br:14].[NH2:15][CH2:16][CH2:17][N:18]1[CH2:23][CH2:22][O:21][CH2:20][CH2:19]1. (8) The reactants are: [Cl:1][C:2]1[CH:10]=[C:9]2[C:5]([CH2:6][C:7](=[O:11])[NH:8]2)=[CH:4][CH:3]=1.[Cl:12][C:13]1[CH:20]=[CH:19][C:16]([CH:17]=O)=[CH:15][CH:14]=1.N1CCCCC1. Given the product [Cl:1][C:2]1[CH:10]=[C:9]2[C:5](/[C:6](=[CH:17]/[C:16]3[CH:19]=[CH:20][C:13]([Cl:12])=[CH:14][CH:15]=3)/[C:7](=[O:11])[NH:8]2)=[CH:4][CH:3]=1, predict the reactants needed to synthesize it.